This data is from Catalyst prediction with 721,799 reactions and 888 catalyst types from USPTO. The task is: Predict which catalyst facilitates the given reaction. (1) Reactant: [Cl:1][C:2]1[CH:3]=[CH:4][C:5]([O:15][CH2:16][C:17]2[CH:22]=[CH:21][C:20]([O:23][CH3:24])=[CH:19][CH:18]=2)=[C:6]([C:8](=O)[CH2:9][CH2:10][C:11](=O)[CH3:12])[CH:7]=1.[CH2:25]([O:27][C:28](=[O:36])[C:29]1[CH:34]=[CH:33][CH:32]=[C:31]([NH2:35])[CH:30]=1)[CH3:26]. Product: [CH2:25]([O:27][C:28](=[O:36])[C:29]1[CH:34]=[CH:33][CH:32]=[C:31]([N:35]2[C:11]([CH3:12])=[CH:10][CH:9]=[C:8]2[C:6]2[CH:7]=[C:2]([Cl:1])[CH:3]=[CH:4][C:5]=2[O:15][CH2:16][C:17]2[CH:22]=[CH:21][C:20]([O:23][CH3:24])=[CH:19][CH:18]=2)[CH:30]=1)[CH3:26]. The catalyst class is: 11. (2) Reactant: C([O:3][C:4](=[O:22])[C:5]1[CH:10]=[CH:9][CH:8]=[C:7]([NH:11][S:12]([C:15]2[CH:20]=[CH:19][CH:18]=[C:17]([Cl:21])[CH:16]=2)(=[O:14])=[O:13])[CH:6]=1)C.[OH-].[K+].Cl. Product: [Cl:21][C:17]1[CH:16]=[C:15]([S:12]([NH:11][C:7]2[CH:6]=[C:5]([CH:10]=[CH:9][CH:8]=2)[C:4]([OH:22])=[O:3])(=[O:14])=[O:13])[CH:20]=[CH:19][CH:18]=1. The catalyst class is: 8. (3) Reactant: [CH:1]1[C:13]2[CH:12]([CH2:14][O:15][C:16]([N:18]3[CH2:22][CH2:21][CH2:20][CH:19]3[C:23]([OH:25])=O)=[O:17])[C:11]3[C:6](=[CH:7][CH:8]=[CH:9][CH:10]=3)[C:5]=2[CH:4]=[CH:3][CH:2]=1.C(Cl)(=O)C([Cl:29])=O. The catalyst class is: 85. Product: [Cl:29][C:23]([CH:19]1[CH2:20][CH2:21][CH2:22][N:18]1[C:16]([O:15][CH2:14][CH:12]1[C:11]2[CH:10]=[CH:9][CH:8]=[CH:7][C:6]=2[C:5]2[C:13]1=[CH:1][CH:2]=[CH:3][CH:4]=2)=[O:17])=[O:25]. (4) Product: [NH4+:6].[OH-:3].[O:17]([CH2:18][CH2:19][NH2:6])[C:16]1[CH:13]=[CH:12][CH:11]=[CH:10][CH:15]=1. Reactant: [H-].[Na+].[OH:3]CC[NH2:6].ClC1[CH:13]=[CH:12][CH:11]=[CH:10]N=1.O1[CH2:19][CH2:18][O:17][CH2:16][CH2:15]1. The catalyst class is: 232. (5) Reactant: [NH2:1][S:2]([C:5]1[C:6]([C:11]([O:13][CH3:14])=[O:12])=[CH:7][S:8][C:9]=1[CH3:10])(=[O:4])=[O:3].C(N=[C:20]=[O:21])CCC.C(Cl)(Cl)=O. Product: [N:1]([S:2]([C:5]1[C:6]([C:11]([O:13][CH3:14])=[O:12])=[CH:7][S:8][C:9]=1[CH3:10])(=[O:4])=[O:3])=[C:20]=[O:21]. The catalyst class is: 113. (6) Reactant: Cl.[NH2:2][CH2:3][C:4](=O)[C:5]([C:8]1[CH:13]=[CH:12][C:11]([O:14][CH3:15])=[C:10]([O:16][CH3:17])[CH:9]=1)([CH3:7])[CH3:6].[F:19][C:20]1[CH:25]=[CH:24][C:23]([N:26]=[C:27]=[S:28])=[CH:22][CH:21]=1.CCN(CC)CC. Product: [CH3:17][O:16][C:10]1[CH:9]=[C:8]([C:5]([C:4]2[N:26]([C:23]3[CH:24]=[CH:25][C:20]([F:19])=[CH:21][CH:22]=3)[C:27](=[S:28])[NH:2][CH:3]=2)([CH3:7])[CH3:6])[CH:13]=[CH:12][C:11]=1[O:14][CH3:15]. The catalyst class is: 48.